Dataset: Forward reaction prediction with 1.9M reactions from USPTO patents (1976-2016). Task: Predict the product of the given reaction. (1) Given the reactants [Cl:1][C:2]1[CH:7]=[CH:6][C:5]([S:8]([NH:11][C:12]2[C:13]([CH:19]([OH:26])[C:20]3[CH:25]=[CH:24][N:23]=[CH:22][CH:21]=3)=[N:14][CH:15]=[C:16]([Cl:18])[CH:17]=2)(=[O:10])=[O:9])=[CH:4][C:3]=1[C:27]([F:30])([F:29])[F:28].C1C=C[NH+]=CC=1.[O-][Cr](Cl)(=O)=O, predict the reaction product. The product is: [Cl:1][C:2]1[CH:7]=[CH:6][C:5]([S:8]([NH:11][C:12]2[C:13]([C:19]([C:20]3[CH:25]=[CH:24][N:23]=[CH:22][CH:21]=3)=[O:26])=[N:14][CH:15]=[C:16]([Cl:18])[CH:17]=2)(=[O:9])=[O:10])=[CH:4][C:3]=1[C:27]([F:30])([F:28])[F:29]. (2) Given the reactants [NH2:1][C:2]1[CH:7]=[CH:6][C:5]([N:8]([CH3:32])[CH:9]2[CH2:14][CH2:13][N:12]([CH2:15][C:16]3[CH:21]=[CH:20][C:19]([C:22]([OH:31])([C:27]([F:30])([F:29])[F:28])[C:23]([F:26])([F:25])[F:24])=[CH:18][CH:17]=3)[CH2:11][CH2:10]2)=[C:4]([F:33])[CH:3]=1.[N:34]1[CH:39]=[CH:38][C:37]([NH:40][C:41](=O)[O:42]C2C=CC=CC=2)=[CH:36][CH:35]=1.O1CCOCC1, predict the reaction product. The product is: [F:33][C:4]1[CH:3]=[C:2]([NH:1][C:41]([NH:40][C:37]2[CH:38]=[CH:39][N:34]=[CH:35][CH:36]=2)=[O:42])[CH:7]=[CH:6][C:5]=1[N:8]([CH:9]1[CH2:14][CH2:13][N:12]([CH2:15][C:16]2[CH:17]=[CH:18][C:19]([C:22]([OH:31])([C:23]([F:24])([F:25])[F:26])[C:27]([F:30])([F:28])[F:29])=[CH:20][CH:21]=2)[CH2:11][CH2:10]1)[CH3:32].